Regression/Classification. Given a drug SMILES string, predict its absorption, distribution, metabolism, or excretion properties. Task type varies by dataset: regression for continuous measurements (e.g., permeability, clearance, half-life) or binary classification for categorical outcomes (e.g., BBB penetration, CYP inhibition). Dataset: cyp2c9_veith. From a dataset of CYP2C9 inhibition data for predicting drug metabolism from PubChem BioAssay. (1) The drug is O=C(NNC(=S)NC(=O)c1cccnc1)c1ccccc1. The result is 1 (inhibitor). (2) The compound is Cc1ccc(NC(=O)/C(=C\c2ccc([N+](=O)[O-])cc2)NC(=O)c2ccccc2)cc1. The result is 1 (inhibitor). (3) The molecule is O=C(c1ccco1)N1CCC2(CCCN(C(c3ccccc3)c3ccccc3)C2)CC1. The result is 1 (inhibitor). (4) The result is 0 (non-inhibitor). The drug is Cc1cc2sc(C)[n+](CCCOS(=O)(=O)O)c2cc1C. (5) The molecule is Cc1ccc(-c2noc(CN(C(=O)C34CC5CC(CC(C5)C3)C4)C(C)C)n2)cc1. The result is 0 (non-inhibitor). (6) The drug is CC(=O)c1cccc(NC(=O)Oc2ccccc2)c1. The result is 0 (non-inhibitor). (7) The compound is c1cncc(-c2cncnc2NCc2cccs2)c1. The result is 0 (non-inhibitor).